From a dataset of Retrosynthesis with 50K atom-mapped reactions and 10 reaction types from USPTO. Predict the reactants needed to synthesize the given product. The reactants are: C1COCCN1.COc1cc(OC)c(F)c(N2Cc3cnc4c(cc(C=O)n4S(=O)(=O)c4ccccc4)c3C(C)(C)C2=O)c1F. Given the product COc1cc(OC)c(F)c(N2Cc3cnc4c(cc(CN5CCOCC5)n4S(=O)(=O)c4ccccc4)c3C(C)(C)C2=O)c1F, predict the reactants needed to synthesize it.